This data is from NCI-60 drug combinations with 297,098 pairs across 59 cell lines. The task is: Regression. Given two drug SMILES strings and cell line genomic features, predict the synergy score measuring deviation from expected non-interaction effect. (1) Drug 1: CC12CCC(CC1=CCC3C2CCC4(C3CC=C4C5=CN=CC=C5)C)O. Drug 2: CC1=C2C(C(=O)C3(C(CC4C(C3C(C(C2(C)C)(CC1OC(=O)C(C(C5=CC=CC=C5)NC(=O)C6=CC=CC=C6)O)O)OC(=O)C7=CC=CC=C7)(CO4)OC(=O)C)O)C)OC(=O)C. Cell line: RPMI-8226. Synergy scores: CSS=82.9, Synergy_ZIP=11.3, Synergy_Bliss=12.1, Synergy_Loewe=-12.8, Synergy_HSA=11.7. (2) Drug 1: CC1=C(C=C(C=C1)NC(=O)C2=CC=C(C=C2)CN3CCN(CC3)C)NC4=NC=CC(=N4)C5=CN=CC=C5. Drug 2: CC1=C(C(=O)C2=C(C1=O)N3CC4C(C3(C2COC(=O)N)OC)N4)N. Cell line: K-562. Synergy scores: CSS=53.5, Synergy_ZIP=-4.97, Synergy_Bliss=-7.01, Synergy_Loewe=-11.6, Synergy_HSA=-3.83. (3) Drug 1: CCCCCOC(=O)NC1=NC(=O)N(C=C1F)C2C(C(C(O2)C)O)O. Drug 2: CC(C)(C#N)C1=CC(=CC(=C1)CN2C=NC=N2)C(C)(C)C#N. Cell line: UACC62. Synergy scores: CSS=-1.48, Synergy_ZIP=2.39, Synergy_Bliss=3.19, Synergy_Loewe=-1.68, Synergy_HSA=-0.680. (4) Drug 1: CCC1(CC2CC(C3=C(CCN(C2)C1)C4=CC=CC=C4N3)(C5=C(C=C6C(=C5)C78CCN9C7C(C=CC9)(C(C(C8N6C=O)(C(=O)OC)O)OC(=O)C)CC)OC)C(=O)OC)O.OS(=O)(=O)O. Drug 2: CN(CCCl)CCCl.Cl. Cell line: K-562. Synergy scores: CSS=34.4, Synergy_ZIP=-4.05, Synergy_Bliss=-2.70, Synergy_Loewe=-34.3, Synergy_HSA=-2.02.